This data is from Reaction yield outcomes from USPTO patents with 853,638 reactions. The task is: Predict the reaction yield, written as a fraction of the theoretical maximum amount of product (1.0 means a 100% yield; for example, 0.34 means a 34% yield). (1) The reactants are [Cl:1][C:2]1[C:3]([CH3:29])=[C:4]([NH:10][C@H:11]([C@@H:26]([OH:28])[CH3:27])[C:12]([NH:14][NH:15][C:16](=O)[C:17]2[CH:22]=[CH:21][CH:20]=[C:19]([O:23][CH3:24])[CH:18]=2)=[O:13])[CH:5]=[CH:6][C:7]=1[C:8]#[N:9].CCN(P1(N(C)CCCN1C)=NC(C)(C)C)CC. The catalyst is C1COCC1. The product is [Cl:1][C:2]1[C:3]([CH3:29])=[C:4]([NH:10][C@@H:11]([C:12]2[O:13][C:16]([C:17]3[CH:22]=[CH:21][CH:20]=[C:19]([O:23][CH3:24])[CH:18]=3)=[N:15][N:14]=2)[C@@H:26]([OH:28])[CH3:27])[CH:5]=[CH:6][C:7]=1[C:8]#[N:9]. The yield is 0.550. (2) The reactants are [F:1][C:2]1[CH:7]=[CH:6][C:5]([CH2:8][C:9]#[N:10])=[CH:4][C:3]=1[O:11][CH2:12][C:13]([F:16])([F:15])[F:14].[NH4+].[OH-]. The catalyst is O1CCCC1. The product is [F:1][C:2]1[CH:7]=[CH:6][C:5]([CH2:8][CH2:9][NH2:10])=[CH:4][C:3]=1[O:11][CH2:12][C:13]([F:14])([F:16])[F:15]. The yield is 0.800.